This data is from Catalyst prediction with 721,799 reactions and 888 catalyst types from USPTO. The task is: Predict which catalyst facilitates the given reaction. (1) Reactant: [CH2:1]([N:3]([CH2:35][CH3:36])[CH2:4]/[CH:5]=[CH:6]\[C:7]1[CH:12]=[C:11]([F:13])[CH:10]=[CH:9][C:8]=1[S:14]([NH:17][C:18]1[C:27]([C:28]([O:30]C)=[O:29])=[C:26]2[C:21]([C:22]3[CH:34]=[CH:33][O:32][C:23]=3[CH2:24][O:25]2)=[CH:20][CH:19]=1)(=[O:16])=[O:15])[CH3:2].O.[OH-].[Li+].C(O)=O. Product: [CH2:35]([N:3]([CH2:1][CH3:2])[CH2:4]/[CH:5]=[CH:6]\[C:7]1[CH:12]=[C:11]([F:13])[CH:10]=[CH:9][C:8]=1[S:14]([NH:17][C:18]1[C:27]([C:28]([OH:30])=[O:29])=[C:26]2[C:21]([C:22]3[CH:34]=[CH:33][O:32][C:23]=3[CH2:24][O:25]2)=[CH:20][CH:19]=1)(=[O:16])=[O:15])[CH3:36]. The catalyst class is: 127. (2) Reactant: [CH3:1][O:2][C:3](=[O:15])[CH:4]([C:10]1[S:11][CH:12]=[CH:13][CH:14]=1)[C:5]1[S:6][CH:7]=[CH:8][CH:9]=1.O[C@@H:17]1[CH:22]2C[CH2:24][N:19]([CH2:20][CH2:21]2)[CH2:18]1. Product: [N:19]12[CH2:20][CH2:21][CH:22]([CH2:17][CH2:18]1)[C@@H:1]([O:2][C:3](=[O:15])[CH:4]([C:5]1[S:6][CH:7]=[CH:8][CH:9]=1)[C:10]1[S:11][CH:12]=[CH:13][CH:14]=1)[CH2:24]2. The catalyst class is: 11. (3) Product: [CH3:15][N:14]([CH3:16])[CH2:13][CH2:12][NH:11][S:8]([C:4]1[CH:5]=[CH:6][CH:7]=[C:2]([NH:1][C:18]2[C:27]3[C:22](=[CH:23][CH:24]=[CH:25][CH:26]=3)[N:21]=[C:20]([CH3:28])[CH:19]=2)[CH:3]=1)(=[O:10])=[O:9]. Reactant: [NH2:1][C:2]1[CH:3]=[C:4]([S:8]([NH:11][CH2:12][CH2:13][N:14]([CH3:16])[CH3:15])(=[O:10])=[O:9])[CH:5]=[CH:6][CH:7]=1.Cl[C:18]1[C:27]2[C:22](=[CH:23][CH:24]=[CH:25][CH:26]=2)[N:21]=[C:20]([CH3:28])[CH:19]=1. The catalyst class is: 361. (4) The catalyst class is: 52. Reactant: [CH3:1][NH2:2].[CH2:3]=O.C(N[C:12]1[NH:17][C:16]2=[N:18][CH:19]=[CH:20][C:15]2=[C:14](O)[N:13]=1)(=O)C(C)(C)C.C(Cl)(Cl)Cl.CO. Product: [CH3:1][NH:2][CH2:3][C:19]1[N:18]=[C:16]2[NH:17][CH:12]=[N:13][CH:14]=[C:15]2[CH:20]=1. (5) Reactant: C[O:2][C:3]1[CH:8]=[CH:7][C:6]([CH2:9][CH2:10][CH2:11][C:12]([OH:14])=[O:13])=[CH:5][CH:4]=1.Br. Product: [OH:2][C:3]1[CH:4]=[CH:5][C:6]([CH2:9][CH2:10][CH2:11][C:12]([OH:14])=[O:13])=[CH:7][CH:8]=1. The catalyst class is: 15. (6) Reactant: C[O:2][C:3]([C:5]1[C:9]2[N:10]=[CH:11][N:12]([CH2:15][C:16]([C:18]3[CH:23]=[CH:22][CH:21]=[C:20]([O:24][CH3:25])[CH:19]=3)=[O:17])[C:13](=[O:14])[C:8]=2[N:7]([CH2:26][C:27]2[CH:32]=[CH:31][CH:30]=[CH:29][CH:28]=2)[C:6]=1[N:33]1[CH2:38][CH2:37][CH2:36][C@H:35]([NH:39][C:40]([O:42][C:43]([CH3:46])([CH3:45])[CH3:44])=[O:41])[CH2:34]1)=[O:4].[OH-].[Li+]. Product: [CH2:26]([N:7]1[C:8]2[C:13](=[O:14])[N:12]([CH2:15][C:16]([C:18]3[CH:23]=[CH:22][CH:21]=[C:20]([O:24][CH3:25])[CH:19]=3)=[O:17])[CH:11]=[N:10][C:9]=2[C:5]([C:3]([OH:4])=[O:2])=[C:6]1[N:33]1[CH2:38][CH2:37][CH2:36][C@H:35]([NH:39][C:40]([O:42][C:43]([CH3:46])([CH3:45])[CH3:44])=[O:41])[CH2:34]1)[C:27]1[CH:32]=[CH:31][CH:30]=[CH:29][CH:28]=1. The catalyst class is: 12. (7) Reactant: [N:1]([O-])=O.[Na+].[CH:5]([C:8]1[O:12][N:11]=[C:10]([C:13]([NH:15][NH2:16])=[O:14])[CH:9]=1)([CH3:7])[CH3:6]. Product: [CH:5]([C:8]1[O:12][N:11]=[C:10]([C:13]([N:15]=[N+:16]=[N-:1])=[O:14])[CH:9]=1)([CH3:7])[CH3:6]. The catalyst class is: 126. (8) Reactant: Cl.[CH3:2][C@H:3]1[N:8]([C:9]2[N:17]=[CH:16][N:15]=[C:14]3[C:10]=2[N:11]=[CH:12][N:13]3[CH3:18])[C@@H:7]([CH3:19])[CH2:6][N:5]([CH2:20][C:21]([OH:23])=O)[CH2:4]1.[Cl:24][C:25]1[CH:31]=[CH:30][CH:29]=[CH:28][C:26]=1[NH2:27].C(N(CC)C(C)C)(C)C.C1CN([P+](Br)(N2CCCC2)N2CCCC2)CC1.F[P-](F)(F)(F)(F)F. Product: [Cl:24][C:25]1[CH:31]=[CH:30][CH:29]=[CH:28][C:26]=1[NH:27][C:21](=[O:23])[CH2:20][N:5]1[CH2:4][C@H:3]([CH3:2])[N:8]([C:9]2[N:17]=[CH:16][N:15]=[C:14]3[C:10]=2[N:11]=[CH:12][N:13]3[CH3:18])[C@H:7]([CH3:19])[CH2:6]1. The catalyst class is: 35. (9) Reactant: [C:1]([O:5][C:6]([N:8]1[CH2:13][CH:12]=[C:11]([C:14]2[CH:19]=[CH:18][C:17]([C:20]([F:23])([F:22])[F:21])=[CH:16][CH:15]=2)[CH2:10][CH2:9]1)=[O:7])([CH3:4])([CH3:3])[CH3:2]. Product: [C:1]([O:5][C:6]([N:8]1[CH2:13][CH2:12][CH:11]([C:14]2[CH:15]=[CH:16][C:17]([C:20]([F:23])([F:21])[F:22])=[CH:18][CH:19]=2)[CH2:10][CH2:9]1)=[O:7])([CH3:4])([CH3:2])[CH3:3]. The catalyst class is: 29. (10) Reactant: C([O:3][C:4](=[O:38])[C:5]([O:8][C:9]1[CH:14]=[CH:13][C:12]([O:15][CH2:16][C:17]2[C:18]([CH2:33][CH2:34][CH2:35][CH3:36])=[N:19][C:20]([C:23]3[CH:28]=[CH:27][C:26]([C:29]([F:32])([F:31])[F:30])=[CH:25][CH:24]=3)=[N:21][CH:22]=2)=[CH:11][C:10]=1[CH3:37])([CH3:7])[CH3:6])C.[Li+].[OH-]. Product: [CH2:33]([C:18]1[C:17]([CH2:16][O:15][C:12]2[CH:13]=[CH:14][C:9]([O:8][C:5]([CH3:6])([CH3:7])[C:4]([OH:38])=[O:3])=[C:10]([CH3:37])[CH:11]=2)=[CH:22][N:21]=[C:20]([C:23]2[CH:28]=[CH:27][C:26]([C:29]([F:31])([F:32])[F:30])=[CH:25][CH:24]=2)[N:19]=1)[CH2:34][CH2:35][CH3:36]. The catalyst class is: 365.